From a dataset of Reaction yield outcomes from USPTO patents with 853,638 reactions. Predict the reaction yield, written as a fraction of the theoretical maximum amount of product (1.0 means a 100% yield; for example, 0.34 means a 34% yield). (1) The reactants are C([NH:8][CH:9]1[CH2:14][CH2:13][N:12]([C:15]([O:17][C:18]([CH3:21])([CH3:20])[CH3:19])=[O:16])[C@@H:11]([C:22]([O:24][CH:25]2[CH2:29][CH2:28][CH2:27][CH2:26]2)=[O:23])[CH2:10]1)C1C=CC=CC=1. The catalyst is CO.[Pd]. The product is [NH2:8][CH:9]1[CH2:14][CH2:13][N:12]([C:15]([O:17][C:18]([CH3:21])([CH3:19])[CH3:20])=[O:16])[C@@H:11]([C:22]([O:24][CH:25]2[CH2:26][CH2:27][CH2:28][CH2:29]2)=[O:23])[CH2:10]1. The yield is 1.00. (2) The reactants are [Br:1][C:2]1[CH:7]=[CH:6][C:5]([NH:8][C:9]2[C:10]([C:17]([OH:19])=O)=[CH:11][N:12]([CH3:16])[C:13](=[O:15])[CH:14]=2)=[C:4]([F:20])[CH:3]=1.CCN=C=NCCCN(C)C.C1C=CC2N(O)N=NC=2C=1.[CH:42]1([CH2:45][O:46][NH2:47])[CH2:44][CH2:43]1.CCN(CC)CC. The catalyst is CN(C=O)C.CCOC(C)=O. The product is [CH:42]1([CH2:45][O:46][NH:47][C:17]([C:10]2[C:9]([NH:8][C:5]3[CH:6]=[CH:7][C:2]([Br:1])=[CH:3][C:4]=3[F:20])=[CH:14][C:13](=[O:15])[N:12]([CH3:16])[CH:11]=2)=[O:19])[CH2:44][CH2:43]1. The yield is 0.890. (3) The reactants are [OH:1][C:2]1([CH:8]([C:23]2[CH:28]=[CH:27][CH:26]=[C:25]([C:29]#[C:30][Si](C)(C)C)[CH:24]=2)[CH2:9][N:10]2[CH2:15][CH2:14][N:13]([C:16]([O:18][C:19]([CH3:22])([CH3:21])[CH3:20])=[O:17])[CH2:12][CH2:11]2)[CH2:7][CH2:6][CH2:5][CH2:4][CH2:3]1.C(=O)([O-])[O-].[K+].[K+]. The catalyst is CO. The product is [C:29]([C:25]1[CH:24]=[C:23]([CH:8]([C:2]2([OH:1])[CH2:7][CH2:6][CH2:5][CH2:4][CH2:3]2)[CH2:9][N:10]2[CH2:11][CH2:12][N:13]([C:16]([O:18][C:19]([CH3:22])([CH3:21])[CH3:20])=[O:17])[CH2:14][CH2:15]2)[CH:28]=[CH:27][CH:26]=1)#[CH:30]. The yield is 0.800. (4) The reactants are Cl[C:2]1[CH:7]=[N:6][CH:5]=[C:4]([O:8][C:9]2[CH:14]=[CH:13][CH:12]=[C:11]([F:15])[CH:10]=2)[N:3]=1.[CH3:16][O:17][C:18]1[CH:19]=[C:20]([CH:22]=[C:23]([O:27][CH3:28])[C:24]=1[O:25][CH3:26])[NH2:21]. The catalyst is CCOC(C)=O.C1CCCCC1. The product is [CH3:28][O:27][C:23]1[CH:22]=[C:20]([NH:21][C:2]2[CH:7]=[N:6][CH:5]=[C:4]([O:8][C:9]3[CH:14]=[CH:13][CH:12]=[C:11]([F:15])[CH:10]=3)[N:3]=2)[CH:19]=[C:18]([O:17][CH3:16])[C:24]=1[O:25][CH3:26]. The yield is 0.610.